Dataset: Full USPTO retrosynthesis dataset with 1.9M reactions from patents (1976-2016). Task: Predict the reactants needed to synthesize the given product. (1) The reactants are: [OH:1][CH2:2][C:3]1[CH:8]=[CH:7][C:6]([CH:9]([C:19]([NH:21][C:22]2[CH:23]=[C:24]3[C:29](=[CH:30][CH:31]=2)[CH:28]=[N:27][CH:26]=[CH:25]3)=[O:20])[CH2:10][NH:11][C:12](=[O:18])[O:13][C:14]([CH3:17])([CH3:16])[CH3:15])=[CH:5][CH:4]=1.[CH3:32][C:33]1[CH:41]=[CH:40][CH:39]=[CH:38][C:34]=1[C:35](Cl)=[O:36].C([O-])(O)=O.[Na+]. Given the product [CH3:32][C:33]1[CH:41]=[CH:40][CH:39]=[CH:38][C:34]=1[C:35]([O:1][CH2:2][C:3]1[CH:4]=[CH:5][C:6]([CH:9]([CH2:10][NH:11][C:12]([O:13][C:14]([CH3:16])([CH3:17])[CH3:15])=[O:18])[C:19]([NH:21][C:22]2[CH:23]=[C:24]3[C:29](=[CH:30][CH:31]=2)[CH:28]=[N:27][CH:26]=[CH:25]3)=[O:20])=[CH:7][CH:8]=1)=[O:36], predict the reactants needed to synthesize it. (2) Given the product [CH3:1][C:2]1[C:16]([CH3:17])=[CH:15][CH:14]=[C:13]([CH3:18])[C:3]=1[O:4][C:5]1[CH:6]=[CH:7][C:8]([CH2:9][NH2:10])=[CH:11][CH:12]=1, predict the reactants needed to synthesize it. The reactants are: [CH3:1][C:2]1[C:16]([CH3:17])=[CH:15][CH:14]=[C:13]([CH3:18])[C:3]=1[O:4][C:5]1[CH:12]=[CH:11][C:8]([C:9]#[N:10])=[CH:7][CH:6]=1.C1COCC1.[H-].[Al+3].[Li+].[H-].[H-].[H-].[OH-].[Na+]. (3) Given the product [O:9]=[C:8]([N:10]1[CH2:15][CH2:14][N:13]([CH2:16][C:17](=[O:23])[N:18]2[CH2:19][CH2:20][CH2:21][CH2:22]2)[CH2:12][CH2:11]1)[CH2:7][C:5]1[N:6]=[C:2]([NH:1][C:31]([C:28]2[CH:27]=[CH:26][C:25]([Cl:24])=[CH:30][N:29]=2)=[O:32])[S:3][CH:4]=1, predict the reactants needed to synthesize it. The reactants are: [NH2:1][C:2]1[S:3][CH:4]=[C:5]([CH2:7][C:8]([N:10]2[CH2:15][CH2:14][N:13]([CH2:16][C:17](=[O:23])[N:18]3[CH2:22][CH2:21][CH2:20][CH2:19]3)[CH2:12][CH2:11]2)=[O:9])[N:6]=1.[Cl:24][C:25]1[CH:26]=[CH:27][C:28]([C:31](O)=[O:32])=[N:29][CH:30]=1. (4) Given the product [CH2:1]([O:3][C:4]([C:6]1[CH:10]=[C:9]([C:11]2[CH:16]=[CH:15][C:14]([F:17])=[CH:13][CH:12]=2)[N:8]([C:18]2[CH:23]=[CH:22][C:21]([F:42])=[CH:20][CH:19]=2)[C:7]=1[CH3:24])=[O:5])[CH3:2], predict the reactants needed to synthesize it. The reactants are: [CH2:1]([O:3][C:4]([C:6]1[CH:10]=[C:9]([C:11]2[CH:16]=[CH:15][C:14]([F:17])=[CH:13][CH:12]=2)[N:8]([C:18]2[CH:23]=[CH:22][CH:21]=[CH:20][CH:19]=2)[C:7]=1[CH3:24])=[O:5])[CH3:2].C(OC(=O)C(CC(C1C=CC([F:42])=CC=1)=O)C(=O)C)C.FC1C=CC(N)=CC=1. (5) Given the product [ClH:29].[CH3:20][N:21]([CH3:28])[CH2:22][C:23]([CH3:27])([CH3:26])[CH2:24][O:19][C:17]([CH:9]1[CH2:10][C@H:11]2[C@H:16]([CH2:15][CH2:14][CH2:13][CH2:12]2)[NH:8]1)=[O:18], predict the reactants needed to synthesize it. The reactants are: C([N:8]1[C@@H:16]2[C@@H:11]([CH2:12][CH2:13][CH2:14][CH2:15]2)[CH2:10][C@H:9]1[C:17]([OH:19])=[O:18])(OC(C)(C)C)=O.[CH3:20][N:21]([CH3:28])[CH2:22][C:23]([CH3:27])([CH3:26])[CH2:24]O.[ClH:29].CN(C)CCCN=C=NCC.C1C=CC2N(O)N=NC=2C=1. (6) Given the product [CH3:1][C:2]1[CH:3]=[C:4]([N+:10]([O-:12])=[O:11])[C:5]([O:9][CH2:14][CH3:15])=[CH:6][C:7]=1[F:8], predict the reactants needed to synthesize it. The reactants are: [CH3:1][C:2]1[C:7]([F:8])=[CH:6][C:5]([OH:9])=[C:4]([N+:10]([O-:12])=[O:11])[CH:3]=1.I[CH2:14][CH3:15].C([O-])([O-])=O.[K+].[K+].